This data is from Reaction yield outcomes from USPTO patents with 853,638 reactions. The task is: Predict the reaction yield, written as a fraction of the theoretical maximum amount of product (1.0 means a 100% yield; for example, 0.34 means a 34% yield). (1) The yield is 1.00. The catalyst is CN(C)C1C=CN=CC=1.ClC1C=CC=CC=1Cl. The reactants are Cl[C:2]1[C:11]2[C:6](=[CH:7][C:8]([O:14][CH3:15])=[C:9]([O:12][CH3:13])[CH:10]=2)[N:5]=[CH:4][CH:3]=1.[Cl:16][C:17]1[CH:18]=[CH:19][C:20]([OH:26])=[C:21]([CH:25]=1)[C:22]([NH2:24])=[O:23]. The product is [Cl:16][C:17]1[CH:18]=[CH:19][C:20]([O:26][C:2]2[C:11]3[C:6](=[CH:7][C:8]([O:14][CH3:15])=[C:9]([O:12][CH3:13])[CH:10]=3)[N:5]=[CH:4][CH:3]=2)=[C:21]([CH:25]=1)[C:22]([NH2:24])=[O:23]. (2) The reactants are [CH2:1]([O:19][CH:20]([CH2:28][CH3:29])[C:21]([O:23]C(C)(C)C)=[O:22])[CH2:2]/[CH:3]=[CH:4]\[CH2:5]/[CH:6]=[CH:7]\[CH2:8]/[CH:9]=[CH:10]\[CH2:11]/[CH:12]=[CH:13]\[CH2:14]/[CH:15]=[CH:16]\[CH2:17][CH3:18]. The catalyst is C(O)=O.C(OCC)C. The product is [CH2:1]([O:19][CH:20]([CH2:28][CH3:29])[C:21]([OH:23])=[O:22])[CH2:2]/[CH:3]=[CH:4]\[CH2:5]/[CH:6]=[CH:7]\[CH2:8]/[CH:9]=[CH:10]\[CH2:11]/[CH:12]=[CH:13]\[CH2:14]/[CH:15]=[CH:16]\[CH2:17][CH3:18]. The yield is 0.580. (3) The yield is 0.400. The catalyst is C(O)C. The product is [Cl:1][C:2]1[N:7]=[C:6]([N:12]2[CH2:11][CH2:10][N:9]([C:15]([O:17][C:18]([CH3:21])([CH3:20])[CH3:19])=[O:16])[CH2:14][CH2:13]2)[CH:5]=[CH:4][N:3]=1. The reactants are [Cl:1][C:2]1[N:7]=[C:6](Cl)[CH:5]=[CH:4][N:3]=1.[N:9]1([C:15]([O:17][C:18]([CH3:21])([CH3:20])[CH3:19])=[O:16])[CH2:14][CH2:13][NH:12][CH2:11][CH2:10]1.C(=O)([O-])O.[Na+]. (4) The reactants are [CH3:1][O:2][CH:3]1[O:9][C@H:8]([CH:10]([CH3:23])[O:11][C:12](=[O:22])[C:13]2[CH:18]=[CH:17][C:16]([N+:19]([O-:21])=[O:20])=[CH:15][CH:14]=2)[C@@H:6]([OH:7])[C@H:4]1[OH:5].[C:24](Cl)([C:26]1[CH:31]=[CH:30][CH:29]=[CH:28][CH:27]=1)=[O:25].CC(=O)[O:35][CH2:36][CH3:37]. The catalyst is N1C=CC=CC=1.CN(C1C=CN=CC=1)C. The product is [C:24]([C@@:4]1([OH:5])[C@H:6]([O:7][C:36](=[O:35])[C:37]2[CH:10]=[CH:8][CH:6]=[CH:4][CH:3]=2)[C@@H:8]([CH:10]([CH3:23])[O:11][C:12](=[O:22])[C:13]2[CH:14]=[CH:15][C:16]([N+:19]([O-:21])=[O:20])=[CH:17][CH:18]=2)[O:9][CH:3]1[O:2][CH3:1])(=[O:25])[C:26]1[CH:31]=[CH:30][CH:29]=[CH:28][CH:27]=1. The yield is 0.803. (5) The reactants are [CH3:1][N:2]1[C:6]([C:7]2[CH:8]=[C:9]([C:13]([OH:15])=O)[S:10][C:11]=2[CH3:12])=[C:5]([CH3:16])[CH:4]=[N:3]1.[NH2:17][C@@H:18]([CH2:31][C:32]1[CH:37]=[CH:36][CH:35]=[C:34]([F:38])[CH:33]=1)[CH2:19][N:20]1[C:28](=[O:29])[C:27]2[C:22](=[CH:23][CH:24]=[CH:25][CH:26]=2)[C:21]1=[O:30].CC(OC(N[C@H](C(O)=O)CC1C=CC=CC=1C(F)(F)F)=O)(C)C.C1CN([P+](Br)(N2CCCC2)N2CCCC2)CC1.F[P-](F)(F)(F)(F)F.CCN(C(C)C)C(C)C. The catalyst is C(Cl)(Cl)Cl. The product is [CH3:1][N:2]1[C:6]([C:7]2[CH:8]=[C:9]([C:13]([NH:17][C@@H:18]([CH2:31][C:32]3[CH:37]=[CH:36][CH:35]=[C:34]([F:38])[CH:33]=3)[CH2:19][N:20]3[C:28](=[O:29])[C:27]4[C:22](=[CH:23][CH:24]=[CH:25][CH:26]=4)[C:21]3=[O:30])=[O:15])[S:10][C:11]=2[CH3:12])=[C:5]([CH3:16])[CH:4]=[N:3]1. The yield is 0.430. (6) The reactants are [CH3:1][O:2][CH2:3][CH2:4][CH2:5][O:6][C:7]1[CH:12]=[CH:11][N:10]=[C:9]([CH2:13][S:14]([C:16]2[NH:20][C:19]3[CH:21]=[CH:22][CH:23]=[CH:24][C:18]=3[N:17]=2)=[O:15])[C:8]=1[CH3:25].[OH-].[Na+:27]. The catalyst is CO. The product is [CH3:25][C:8]1[C:9]([CH2:13][S+:14]([O-:15])[C:16]2[N-:17][C:18]3[CH:24]=[CH:23][CH:22]=[CH:21][C:19]=3[N:20]=2)=[N:10][CH:11]=[CH:12][C:7]=1[O:6][CH2:5][CH2:4][CH2:3][O:2][CH3:1].[Na+:27]. The yield is 0.911. (7) The catalyst is C1COCC1. The yield is 0.900. The product is [F:1][CH:2]([CH2:28][CH2:29][CH3:30])[CH2:3][N:4]1[CH2:9][CH2:8][CH:7]([CH2:10][O:11][C:12]2[CH:17]=[CH:16][C:15]([C:18]3[CH:19]=[CH:20][C:21]([C:24]([OH:26])=[O:25])=[CH:22][CH:23]=3)=[CH:14][CH:13]=2)[CH2:6][CH2:5]1. The reactants are [F:1][CH:2]([CH2:28][CH2:29][CH3:30])[CH2:3][N:4]1[CH2:9][CH2:8][CH:7]([CH2:10][O:11][C:12]2[CH:17]=[CH:16][C:15]([C:18]3[CH:23]=[CH:22][C:21]([C:24]([O:26]C)=[O:25])=[CH:20][CH:19]=3)=[CH:14][CH:13]=2)[CH2:6][CH2:5]1.CO.O.O[Li].O. (8) The reactants are Cl[CH2:2][C:3]1[N:4]=[CH:5][N:6]([CH3:8])[CH:7]=1.[CH3:9][C:10]1[N:15]=[C:14]([SH:16])[N:13]=[C:12]([OH:17])[CH:11]=1. No catalyst specified. The product is [CH3:9][C:10]1[N:15]=[C:14]([S:16][CH2:2][C:3]2[N:4]=[CH:5][N:6]([CH3:8])[CH:7]=2)[N:13]=[C:12]([OH:17])[CH:11]=1. The yield is 0.600. (9) The reactants are [Cl:1][C:2]1[C:7](=[O:8])[N:6](C2CCCCO2)[N:5]=[CH:4][C:3]=1[CH:15]([C:18]1[CH:23]=[CH:22][CH:21]=[CH:20][C:19]=1[C:24]([F:27])([F:26])[F:25])C#N. The catalyst is Cl.C(O)(=O)C.O. The product is [Cl:1][C:2]1[C:7](=[O:8])[NH:6][N:5]=[CH:4][C:3]=1[CH2:15][C:18]1[CH:23]=[CH:22][CH:21]=[CH:20][C:19]=1[C:24]([F:26])([F:27])[F:25]. The yield is 0.620. (10) The reactants are [N:1]1([C:7]2[CH:16]=[CH:15][CH:14]=[C:13]3[C:8]=2[C:9]([NH2:18])=[N:10][C:11]([NH2:17])=[N:12]3)[CH2:6][CH2:5][NH:4][CH2:3][CH2:2]1.[F:19][C:20]([F:31])([F:30])[O:21][C:22]1[CH:29]=[CH:28][C:25]([CH2:26]Br)=[CH:24][CH:23]=1. No catalyst specified. The product is [F:19][C:20]([F:30])([F:31])[O:21][C:22]1[CH:29]=[CH:28][C:25]([CH2:26][N:4]2[CH2:5][CH2:6][N:1]([C:7]3[CH:16]=[CH:15][CH:14]=[C:13]4[C:8]=3[C:9]([NH2:18])=[N:10][C:11]([NH2:17])=[N:12]4)[CH2:2][CH2:3]2)=[CH:24][CH:23]=1. The yield is 0.210.